From a dataset of Peptide-MHC class I binding affinity with 185,985 pairs from IEDB/IMGT. Regression. Given a peptide amino acid sequence and an MHC pseudo amino acid sequence, predict their binding affinity value. This is MHC class I binding data. (1) The peptide sequence is SLTIPSFYT. The binding affinity (normalized) is 0.0847. The MHC is HLA-A02:03 with pseudo-sequence HLA-A02:03. (2) The binding affinity (normalized) is 0.892. The peptide sequence is LTFDVFRPL. The MHC is HLA-A68:02 with pseudo-sequence HLA-A68:02.